From a dataset of Cav3 T-type calcium channel HTS with 100,875 compounds. Binary Classification. Given a drug SMILES string, predict its activity (active/inactive) in a high-throughput screening assay against a specified biological target. (1) The molecule is O(c1cc2CC(N=C(c2cc1OC)CC#N)(C)C)C. The result is 0 (inactive). (2) The drug is S(c1c(C(=O)N2CCOCC2)cccc1)c1c2c(ccc1)cccc2. The result is 0 (inactive). (3) The drug is Fc1c(OCC(=O)NC2CC2)cccc1. The result is 0 (inactive). (4) The drug is O=C/1N(CCc2cc(OC)c(OC)cc2)C(=O)NC(=O)C1=C\NC1CC1. The result is 0 (inactive). (5) The compound is Clc1ccc(c2nc(n(n2)C(=O)c2occc2)NCc2occc2)cc1. The result is 0 (inactive). (6) The molecule is S(=O)(=O)(N1C(CCC1)C(=O)NCc1sccc1)c1c(F)cccc1. The result is 0 (inactive).